From a dataset of Forward reaction prediction with 1.9M reactions from USPTO patents (1976-2016). Predict the product of the given reaction. (1) Given the reactants [C:1]([O:6][CH2:7][CH2:8][CH2:9][CH2:10][CH2:11][CH2:12][O:13][C:14]1[CH:22]=[CH:21][C:17]([C:18]([OH:20])=[O:19])=[CH:16][CH:15]=1)(=[O:5])[C:2]([CH3:4])=[CH2:3].C(N(CC)CC)C.S(Cl)(C)(=O)=O.[OH:35][C:36]1[CH:56]=[CH:55][C:54](O)=[CH:53][C:37]=1[C:38]([O:40][CH2:41][CH2:42][CH2:43][CH2:44][CH2:45][CH2:46][O:47][C:48](=[O:52])[C:49]([CH3:51])=[CH2:50])=[O:39], predict the reaction product. The product is: [OH:35][C:36]1[CH:56]=[CH:55][C:54]([O:19][C:18](=[O:20])[C:17]2[CH:16]=[CH:15][C:14]([O:13][CH2:12][CH2:11][CH2:10][CH2:9][CH2:8][CH2:7][O:6][C:1](=[O:5])[C:2]([CH3:4])=[CH2:3])=[CH:22][CH:21]=2)=[CH:53][C:37]=1[C:38]([O:40][CH2:41][CH2:42][CH2:43][CH2:44][CH2:45][CH2:46][O:47][C:48](=[O:52])[C:49]([CH3:51])=[CH2:50])=[O:39]. (2) Given the reactants [P:1](N)([O-:3])[O-:2].C([O:9]O)(C)(C)C.[2H][C:12]1[C:13](=[O:31])[NH:14][C:15](=[O:30])[N:16]([CH:29]=1)[C@@H:17]1[O:27][C@H:22]([C:23]([2H])([2H])[OH:24])[C@@H:20]([OH:21])[C@@:18]1(C)[OH:19], predict the reaction product. The product is: [P:1]([O:24][CH2:23][C@H:22]1[O:27][C@@H:17]([N:16]2[CH:29]=[CH:12][C:13](=[O:31])[NH:14][C:15]2=[O:30])[C@H:18]([OH:19])[C@@H:20]1[OH:21])([OH:3])([OH:9])=[O:2]. (3) Given the reactants [CH3:1][C:2]1[C:7]([C:8]([OH:10])=O)=[C:6]([NH2:11])[CH:5]=[CH:4][CH:3]=1.[CH3:12][NH2:13].[CH:14](=O)[C:15]1[CH:20]=[CH:19][C:18]([O:21][CH3:22])=[CH:17][CH:16]=1.Cl[CH2:25][CH2:26][CH2:27]Br.[NH:29]1[CH2:34][CH2:33]C[CH2:31][CH2:30]1, predict the reaction product. The product is: [CH3:12][N:13]1[C:8](=[O:10])[C:7]2[C:6](=[CH:5][CH:4]=[CH:3][C:2]=2[CH3:1])[N:11]=[C:14]1[C:15]1[CH:20]=[CH:19][C:18]([O:21][CH2:22][CH2:31][CH2:30][N:29]2[CH2:34][CH2:33][CH2:27][CH2:26][CH2:25]2)=[CH:17][CH:16]=1. (4) Given the reactants Cl[C:2]1[C:14]([N+:15]([O-:17])=[O:16])=[CH:13][C:12]([N+:18]([O-:20])=[O:19])=[CH:11][C:3]=1[C:4]([O:6][C:7]([CH3:10])([CH3:9])[CH3:8])=[O:5].[Li+].[Cl-:22].[N:23]1([CH2:26][CH2:27][OH:28])[CH2:25][CH2:24]1, predict the reaction product. The product is: [OH:28][CH2:27][CH2:26][N:23]([C:2]1[C:14]([N+:15]([O-:17])=[O:16])=[CH:13][C:12]([N+:18]([O-:20])=[O:19])=[CH:11][C:3]=1[C:4]([O:6][C:7]([CH3:10])([CH3:9])[CH3:8])=[O:5])[CH2:24][CH2:25][Cl:22]. (5) Given the reactants [F:1][C:2]1[CH:10]=[C:9]([N+:11]([O-:13])=[O:12])[C:8]([O:14][CH3:15])=[CH:7][C:3]=1[C:4]([OH:6])=O.[NH2:16][CH:17]1[CH2:22][CH2:21][N:20]([CH3:23])[CH2:19][CH2:18]1.CCN(C(C)C)C(C)C.CN(C(ON1N=NC2C=CC=NC1=2)=[N+](C)C)C.F[P-](F)(F)(F)(F)F, predict the reaction product. The product is: [F:1][C:2]1[CH:10]=[C:9]([N+:11]([O-:13])=[O:12])[C:8]([O:14][CH3:15])=[CH:7][C:3]=1[C:4]([NH:16][CH:17]1[CH2:22][CH2:21][N:20]([CH3:23])[CH2:19][CH2:18]1)=[O:6]. (6) Given the reactants [C:1]([C:5]1[CH:6]=[C:7]2[C:12](=[C:13]([C:15]([CH3:18])([CH3:17])[CH3:16])[CH:14]=1)[O:11][CH:10]([C:19]([O:21]CCCC)=[O:20])[CH2:9][CH2:8]2)([CH3:4])([CH3:3])[CH3:2].[OH-].[Na+].CO, predict the reaction product. The product is: [C:1]([C:5]1[CH:6]=[C:7]2[C:12](=[C:13]([C:15]([CH3:18])([CH3:17])[CH3:16])[CH:14]=1)[O:11][CH:10]([C:19]([OH:21])=[O:20])[CH2:9][CH2:8]2)([CH3:4])([CH3:2])[CH3:3]. (7) Given the reactants [NH:1]1[CH2:6][CH2:5][O:4][CH2:3][CH2:2]1.Br[C:8]1[CH:9]=[C:10]2[C:15](=[C:16]([O:18][CH2:19][O:20][CH2:21][CH2:22][Si:23]([CH3:26])([CH3:25])[CH3:24])[CH:17]=1)[N:14]=[CH:13][N:12]([CH2:27][O:28][CH2:29][CH2:30][Si:31]([CH3:34])([CH3:33])[CH3:32])[C:11]2=[O:35].CC(C)([O-])C.[Na+].C1(P(C2CCCCC2)C2C=CC=CC=2C2C(C(C)C)=CC(C(C)C)=CC=2C(C)C)CCCCC1, predict the reaction product. The product is: [O:4]1[CH2:5][CH2:6][N:1]([C:8]2[CH:9]=[C:10]3[C:15](=[C:16]([O:18][CH2:19][O:20][CH2:21][CH2:22][Si:23]([CH3:26])([CH3:24])[CH3:25])[CH:17]=2)[N:14]=[CH:13][N:12]([CH2:27][O:28][CH2:29][CH2:30][Si:31]([CH3:34])([CH3:33])[CH3:32])[C:11]3=[O:35])[CH2:2][CH2:3]1.